From a dataset of Forward reaction prediction with 1.9M reactions from USPTO patents (1976-2016). Predict the product of the given reaction. (1) Given the reactants Cl[C:2]1[C:11]2[C:6](=[CH:7][CH:8]=[C:9]([CH2:12][CH3:13])[CH:10]=2)[N:5]=[CH:4][C:3]=1[N+:14]([O-:16])=[O:15].[Cl:17][C:18]1[CH:24]=[CH:23][CH:22]=[CH:21][C:19]=1[NH2:20], predict the reaction product. The product is: [Cl:17][C:18]1[CH:24]=[CH:23][CH:22]=[CH:21][C:19]=1[NH:20][C:2]1[C:11]2[C:6](=[CH:7][CH:8]=[C:9]([CH2:12][CH3:13])[CH:10]=2)[N:5]=[CH:4][C:3]=1[N+:14]([O-:16])=[O:15]. (2) Given the reactants C[O:2][C:3](=O)[C:4]1[C:9]([Cl:10])=[CH:8][C:7]([Cl:11])=[CH:6][C:5]=1[NH:12][C:13](=[O:24])[CH:14]([C:16]1[CH:21]=[CH:20][C:19]([O:22][CH3:23])=[CH:18][CH:17]=1)[CH3:15].[Li+].C[Si]([N-][Si](C)(C)C)(C)C.CCCCCC, predict the reaction product. The product is: [Cl:10][C:9]1[CH:8]=[C:7]([Cl:11])[CH:6]=[C:5]2[C:4]=1[C:3](=[O:2])[C:14]([C:16]1[CH:21]=[CH:20][C:19]([O:22][CH3:23])=[CH:18][CH:17]=1)([CH3:15])[C:13](=[O:24])[NH:12]2. (3) Given the reactants [CH3:1][C:2]1[C:3]([CH2:14][S:15]([C:17]2[NH:21][C:20]3[CH:22]=[CH:23][CH:24]=[CH:25][C:19]=3[N:18]=2)=[O:16])=[N:4][CH:5]=[CH:6][C:7]=1[O:8][CH2:9][C:10]([F:13])([F:12])[F:11].[H-].[Na+].Cl[S:29]([C:32]1[CH:33]=[CH:34][C:35]([O:53][CH3:54])=[C:36]([CH:52]=1)[C:37]([O:39][CH2:40][CH2:41][S:42]([C:45]1[CH:50]=[CH:49][C:48]([CH3:51])=[CH:47][CH:46]=1)(=[O:44])=[O:43])=[O:38])(=[O:31])=[O:30].O, predict the reaction product. The product is: [C:48]1([CH3:51])[CH:49]=[CH:50][C:45]([S:42]([CH2:41][CH2:40][O:39][C:37](=[O:38])[C:36]2[CH:52]=[C:32]([S:29]([N:21]3[C:20]4[CH:22]=[CH:23][CH:24]=[CH:25][C:19]=4[N:18]=[C:17]3[S:15]([CH2:14][C:3]3[C:2]([CH3:1])=[C:7]([O:8][CH2:9][C:10]([F:13])([F:11])[F:12])[CH:6]=[CH:5][N:4]=3)=[O:16])(=[O:31])=[O:30])[CH:33]=[CH:34][C:35]=2[O:53][CH3:54])(=[O:44])=[O:43])=[CH:46][CH:47]=1. (4) Given the reactants C(Cl)(=O)C(Cl)=O.[CH3:7][N:8]1[CH:12]=[C:11]([C:13]2[CH:22]=[CH:21][CH:20]=[C:19]3[C:14]=2[CH:15]=[CH:16][C:17]([C:23]([OH:25])=O)=[CH:18]3)[CH:10]=[N:9]1.Cl.[NH2:27][C:28]([NH2:30])=[NH:29].[OH-].[Na+], predict the reaction product. The product is: [CH3:7][N:8]1[CH:12]=[C:11]([C:13]2[CH:22]=[CH:21][CH:20]=[C:19]3[C:14]=2[CH:15]=[CH:16][C:17]([C:23]([NH:29][C:28]([NH2:30])=[NH:27])=[O:25])=[CH:18]3)[CH:10]=[N:9]1. (5) The product is: [CH:16]([C:14]1[CH:15]=[C:10]([CH:4]([CH2:5][C:6]([OH:8])=[O:7])[C:3]([OH:28])=[O:2])[CH:11]=[C:12]([C:19]2[CH:24]=[CH:23][CH:22]=[C:21]([N+:25]([O-:27])=[O:26])[CH:20]=2)[C:13]=1[OH:18])=[O:17]. Given the reactants C[O:2][C:3](=[O:28])[CH:4]([C:10]1[CH:11]=[C:12]([C:19]2[CH:24]=[CH:23][CH:22]=[C:21]([N+:25]([O-:27])=[O:26])[CH:20]=2)[C:13]([OH:18])=[C:14]([CH:16]=[O:17])[CH:15]=1)[CH2:5][C:6]([O:8]C)=[O:7].Cl, predict the reaction product. (6) Given the reactants [C:1]([N:9]1[C:18]2[C:13](=[CH:14][C:15](C)=[CH:16][CH:17]=2)[CH:12]=[CH:11][CH:10]1[C:20]#[N:21])(=[O:8])[C:2]1[CH:7]=[CH:6][CH:5]=[CH:4][CH:3]=1.[F:22]C1C=CC=C2C=1C=CC=N2, predict the reaction product. The product is: [C:1]([N:9]1[C:18]2[C:13](=[C:14]([F:22])[CH:15]=[CH:16][CH:17]=2)[CH:12]=[CH:11][CH:10]1[C:20]#[N:21])(=[O:8])[C:2]1[CH:7]=[CH:6][CH:5]=[CH:4][CH:3]=1. (7) Given the reactants C([O:8][CH2:9][C:10]([O:12][C@@H:13]1[C@:29]2([CH3:30])[CH:16]([CH:17]3[CH:26]([CH2:27][CH2:28]2)[C:25]2[CH:24]=[CH:23][C:22]([O:31][Si:32]([C:35]([CH3:38])([CH3:37])[CH3:36])([CH3:34])[CH3:33])=[CH:21][C:20]=2[CH2:19][CH2:18]3)[CH2:15][CH2:14]1)=[O:11])C1C=CC=CC=1, predict the reaction product. The product is: [OH:8][CH2:9][C:10]([O:12][C@@H:13]1[C@:29]2([CH3:30])[CH:16]([CH:17]3[CH:26]([CH2:27][CH2:28]2)[C:25]2[CH:24]=[CH:23][C:22]([O:31][Si:32]([C:35]([CH3:38])([CH3:37])[CH3:36])([CH3:34])[CH3:33])=[CH:21][C:20]=2[CH2:19][CH2:18]3)[CH2:15][CH2:14]1)=[O:11]. (8) Given the reactants [CH:1]1([CH2:4][OH:5])[CH2:3][CH2:2]1.[H-].[Na+].Br.Cl[C:10]1[C:11]2[CH2:22][CH2:21][CH2:20][C:12]=2[C:13]2[N:14]([C:16]([NH2:19])=[N:17][N:18]=2)[N:15]=1.O, predict the reaction product. The product is: [CH:1]1([CH2:4][O:5][C:10]2[C:11]3[CH2:22][CH2:21][CH2:20][C:12]=3[C:13]3[N:14]([C:16]([NH2:19])=[N:17][N:18]=3)[N:15]=2)[CH2:3][CH2:2]1. (9) Given the reactants [F:1][C:2]([F:14])([F:13])[O:3][C:4]1[CH:5]=[C:6]([CH:10]=[CH:11][CH:12]=1)[C:7]([OH:9])=O.[F:15][C:16]1[CH:21]=[CH:20][C:19]([CH:22]([C:26]2[CH:31]=[CH:30][C:29]([F:32])=[CH:28][CH:27]=2)[CH2:23][CH2:24][NH2:25])=[CH:18][CH:17]=1, predict the reaction product. The product is: [F:15][C:16]1[CH:21]=[CH:20][C:19]([CH:22]([C:26]2[CH:27]=[CH:28][C:29]([F:32])=[CH:30][CH:31]=2)[CH2:23][CH2:24][NH:25][C:7](=[O:9])[C:6]2[CH:10]=[CH:11][CH:12]=[C:4]([O:3][C:2]([F:1])([F:14])[F:13])[CH:5]=2)=[CH:18][CH:17]=1. (10) Given the reactants Br[C:2]1[CH:7]=[C:6]([CH3:8])[CH:5]=[C:4]([N:9]2[C:13]([CH3:14])=[CH:12][CH:11]=[C:10]2[CH3:15])[N:3]=1.C([Li])CCC.CN([CH:24]=[O:25])C.[Cl-].[NH4+], predict the reaction product. The product is: [CH3:15][C:10]1[N:9]([C:4]2[N:3]=[C:2]([CH:24]=[O:25])[CH:7]=[C:6]([CH3:8])[CH:5]=2)[C:13]([CH3:14])=[CH:12][CH:11]=1.